This data is from Catalyst prediction with 721,799 reactions and 888 catalyst types from USPTO. The task is: Predict which catalyst facilitates the given reaction. (1) Reactant: C(O[C:4](=[O:20])[CH:5]=[C:6]([C:14]1[CH:19]=[CH:18][CH:17]=[CH:16][CH:15]=1)[NH:7][C:8]1[CH:13]=[CH:12][CH:11]=[CH:10][CH:9]=1)C. Product: [C:14]1([C:6]2[NH:7][C:8]3[C:9]([C:4](=[O:20])[CH:5]=2)=[CH:10][CH:11]=[CH:12][CH:13]=3)[CH:15]=[CH:16][CH:17]=[CH:18][CH:19]=1. The catalyst class is: 400. (2) Reactant: [CH3:1][C:2]1[CH:7]=[CH:6][C:5]([C:8]2[CH2:13][CH2:12][CH2:11][CH2:10][C:9]=2[C:14]([NH:16][C:17]2[CH:22]=[CH:21][C:20]([O:23][CH2:24][CH2:25][N:26]3[C:30]([NH:31]C(C4C=CC=CC=4)(C4C=CC=CC=4)C4C=CC=CC=4)=[CH:29][CH:28]=[N:27]3)=[CH:19][CH:18]=2)=[O:15])=[CH:4][CH:3]=1.Cl. Product: [NH2:31][C:30]1[N:26]([CH2:25][CH2:24][O:23][C:20]2[CH:19]=[CH:18][C:17]([NH:16][C:14]([C:9]3[CH2:10][CH2:11][CH2:12][CH2:13][C:8]=3[C:5]3[CH:4]=[CH:3][C:2]([CH3:1])=[CH:7][CH:6]=3)=[O:15])=[CH:22][CH:21]=2)[N:27]=[CH:28][CH:29]=1. The catalyst class is: 5. (3) Reactant: [CH3:1][O:2][C:3]1[CH:4]=[C:5]([CH:9]=[CH:10][C:11]=1[O:12][CH2:13][C:14]1[CH:19]=[CH:18][CH:17]=[CH:16][CH:15]=1)[C:6](Cl)=[O:7].[NH2:20][C:21]1[CH:22]=[C:23]([NH:28][C:29](=[O:39])[C:30]2[CH:35]=[CH:34][CH:33]=[C:32]([N:36]([CH3:38])[CH3:37])[CH:31]=2)[CH:24]=[CH:25][C:26]=1[CH3:27]. Product: [CH3:38][N:36]([CH3:37])[C:32]1[CH:31]=[C:30]([CH:35]=[CH:34][CH:33]=1)[C:29]([NH:28][C:23]1[CH:24]=[CH:25][C:26]([CH3:27])=[C:21]([NH:20][C:6](=[O:7])[C:5]2[CH:9]=[CH:10][C:11]([O:12][CH2:13][C:14]3[CH:19]=[CH:18][CH:17]=[CH:16][CH:15]=3)=[C:3]([O:2][CH3:1])[CH:4]=2)[CH:22]=1)=[O:39]. The catalyst class is: 2. (4) Reactant: [CH2:1]=[CH:2][CH2:3]/[CH:4]=[CH:5]\[CH2:6]/[CH:7]=[CH:8]\[CH2:9][CH2:10][CH2:11][CH2:12][CH2:13][CH2:14][CH2:15][C:16]1[CH:21]=[C:20]([OH:22])[CH:19]=[CH:18][CH:17]=1.ClCCO.C([O-])([O-])=O.[K+].[K+].[CH2:33]([N:42]=[C:43]=[O:44])[CH2:34][CH2:35][CH2:36][CH2:37][CH2:38][N:39]=[C:40]=[O:41].[CH3:45][C:46]([C:48]([O:50][CH2:51][CH2:52][OH:53])=[O:49])=[CH2:47]. Product: [CH2:1]=[CH:2][CH2:3]/[CH:4]=[CH:5]\[CH2:6]/[CH:7]=[CH:8]\[CH2:9][CH2:10][CH2:11][CH2:12][CH2:13][CH2:14][CH2:15][C:16]1[CH:21]=[C:20]([OH:22])[CH:19]=[CH:18][CH:17]=1.[CH2:35]([CH2:34][CH2:33][N:42]=[C:43]=[O:44])[CH2:36][CH2:37][CH2:38][N:39]=[C:40]=[O:41].[CH3:47][C:46]([C:48]([O:50][CH2:51][CH2:52][OH:53])=[O:49])=[CH2:45]. The catalyst class is: 18. (5) The catalyst class is: 38. Reactant: Br[C:2]1[CH:7]=[CH:6][C:5]([C:8]2[N:12]([CH2:13][C@@H:14]3[CH2:18][CH2:17][N:16]([C:19]([CH:21]4[CH2:23][CH2:22]4)=[O:20])[CH2:15]3)[C:11]3[C:24]([C:28]#[N:29])=[CH:25][CH:26]=[CH:27][C:10]=3[N:9]=2)=[CH:4][CH:3]=1.CC1(C)C(C)(C)OB([C:38]2[CH:39]=[CH:40][C:41]3[O:45][CH:44]=[CH:43][C:42]=3[CH:46]=2)O1.C(=O)([O-])[O-].[K+].[K+]. Product: [O:45]1[C:41]2[CH:40]=[CH:39][C:38]([C:2]3[CH:7]=[CH:6][C:5]([C:8]4[N:12]([CH2:13][C@@H:14]5[CH2:18][CH2:17][N:16]([C:19]([CH:21]6[CH2:23][CH2:22]6)=[O:20])[CH2:15]5)[C:11]5[C:24]([C:28]#[N:29])=[CH:25][CH:26]=[CH:27][C:10]=5[N:9]=4)=[CH:4][CH:3]=3)=[CH:46][C:42]=2[CH:43]=[CH:44]1.